From a dataset of Reaction yield outcomes from USPTO patents with 853,638 reactions. Predict the reaction yield, written as a fraction of the theoretical maximum amount of product (1.0 means a 100% yield; for example, 0.34 means a 34% yield). (1) The reactants are [C:1]1([P:7]([C:32]2[CH:37]=[CH:36][CH:35]=[CH:34][CH:33]=2)([C:9]2[C:17]([CH3:18])=[C:16]3[C:12]([CH2:13][CH2:14][CH2:15]3)=[C:11]([CH3:19])[C:10]=2[C:20]2[C:29]3[C:24](=[CH:25][CH:26]=[CH:27][CH:28]=3)[CH:23]=[CH:22][C:21]=2[O:30][CH3:31])=O)[CH:6]=[CH:5][CH:4]=[CH:3][CH:2]=1.C(N(CC)CC)C.C1C2C(=CC=CC=2)C=CC=1.Cl[SiH](Cl)Cl.C(=O)(O)[O-].[Na+]. The catalyst is C1(C)C(C)=CC=CC=1.C(OCC)C. The product is [C:32]1([P:7]([C:1]2[CH:2]=[CH:3][CH:4]=[CH:5][CH:6]=2)[C:9]2[C:17]([CH3:18])=[C:16]3[C:12]([CH2:13][CH2:14][CH2:15]3)=[C:11]([CH3:19])[C:10]=2[C:20]2[C:29]3[C:24](=[CH:25][CH:26]=[CH:27][CH:28]=3)[CH:23]=[CH:22][C:21]=2[O:30][CH3:31])[CH:33]=[CH:34][CH:35]=[CH:36][CH:37]=1. The yield is 0.960. (2) The reactants are [C:1]1([CH:7]([C:9]2[N:10]=[CH:11][N:12](C(C3C=CC=CC=3)(C3C=CC=CC=3)C3C=CC=CC=3)[CH:13]=2)O)[CH:6]=[CH:5][CH:4]=[CH:3][CH:2]=1.C([SiH](CC)CC)C.FC(F)(F)C(O)=O.O. The catalyst is ClCCl. The product is [CH2:7]([C:9]1[N:10]=[CH:11][NH:12][CH:13]=1)[C:1]1[CH:2]=[CH:3][CH:4]=[CH:5][CH:6]=1. The yield is 0.950. (3) The reactants are CCN(CC)CC.[CH3:8][S:9](Cl)(=[O:11])=[O:10].[CH2:13]([OH:33])[CH2:14][CH2:15][CH2:16]/[CH:17]=[CH:18]\[CH2:19]/[CH:20]=[CH:21]\[CH2:22]/[CH:23]=[CH:24]\[CH2:25]/[CH:26]=[CH:27]\[CH2:28]/[CH:29]=[CH:30]\[CH2:31][CH3:32]. The catalyst is C(Cl)Cl. The product is [CH3:8][S:9]([O:33][CH2:13][CH2:14][CH2:15][CH2:16]/[CH:17]=[CH:18]\[CH2:19]/[CH:20]=[CH:21]\[CH2:22]/[CH:23]=[CH:24]\[CH2:25]/[CH:26]=[CH:27]\[CH2:28]/[CH:29]=[CH:30]\[CH2:31][CH3:32])(=[O:11])=[O:10]. The yield is 0.790. (4) The reactants are [CH:1]1[C:6]([NH2:7])=[CH:5][C:4]2[C:8]([O:10][C:11]3([C:21]4[CH:22]=[CH:23][C:24]([OH:26])=[CH:25][C:20]=4[O:19][C:13]4[CH:14]=[C:15]([OH:18])[CH:16]=[CH:17][C:12]3=4)[C:3]=2[CH:2]=1)=[O:9].C[N:28]([CH:30]=O)C. No catalyst specified. The product is [CH:1]1[CH:6]=[CH:5][C:4]([C:8]([OH:10])=[O:9])=[C:3]([C:11]2[C:12]3[CH:17]=[CH:16][C:15]([OH:18])=[CH:14][C:13]=3[O:19][C:20]3[C:21]=2[CH:22]=[CH:23][C:24]([CH:25]=3)=[O:26])[CH:2]=1.[CH:30]([NH2:28])=[NH:7]. The yield is 0.420. (5) The reactants are Br[C:2]1[CH:7]=[CH:6][C:5]([CH2:8][C:9]([O:11][CH2:12][CH3:13])=[O:10])=[CH:4][CH:3]=1.[C:14]([N:17]1[C:26]2[C:21](=[CH:22][C:23](B3OC(C)(C)C(C)(C)O3)=[CH:24][CH:25]=2)[C@H:20]([NH:36][C:37](=[O:42])[O:38][CH:39]([CH3:41])[CH3:40])[CH2:19][C@@H:18]1[CH3:43])(=[O:16])[CH3:15].C(=O)([O-])[O-].[K+].[K+].O1CCOCC1. The catalyst is C1C=CC(P(C2C=CC=CC=2)[C-]2C=CC=C2)=CC=1.C1C=CC(P(C2C=CC=CC=2)[C-]2C=CC=C2)=CC=1.Cl[Pd]Cl.[Fe+2].O. The product is [C:14]([N:17]1[C:26]2[C:21](=[CH:22][C:23]([C:2]3[CH:7]=[CH:6][C:5]([CH2:8][C:9]([O:11][CH2:12][CH3:13])=[O:10])=[CH:4][CH:3]=3)=[CH:24][CH:25]=2)[C@H:20]([NH:36][C:37]([O:38][CH:39]([CH3:41])[CH3:40])=[O:42])[CH2:19][C@@H:18]1[CH3:43])(=[O:16])[CH3:15]. The yield is 0.597. (6) The reactants are Cl[C:2]1[C:7]([C:8]([O:10][CH2:11][CH3:12])=[O:9])=[C:6]([CH3:13])[N:5]=[C:4]([S:14][CH3:15])[N:3]=1.[NH2:16][C:17]1[CH:29]=[CH:28][C:20]([C:21]([O:23][C:24]([CH3:27])([CH3:26])[CH3:25])=[O:22])=[CH:19][CH:18]=1.C(N(CC)C(C)C)(C)C. The catalyst is O1CCOCC1. The product is [C:24]([O:23][C:21]([C:20]1[CH:19]=[CH:18][C:17]([NH:16][C:2]2[C:7]([C:8]([O:10][CH2:11][CH3:12])=[O:9])=[C:6]([CH3:13])[N:5]=[C:4]([S:14][CH3:15])[N:3]=2)=[CH:29][CH:28]=1)=[O:22])([CH3:27])([CH3:25])[CH3:26]. The yield is 0.810.